Dataset: Reaction yield outcomes from USPTO patents with 853,638 reactions. Task: Predict the reaction yield, written as a fraction of the theoretical maximum amount of product (1.0 means a 100% yield; for example, 0.34 means a 34% yield). (1) The reactants are [CH3:16][C:11]1([CH3:17])[C:12]([CH3:15])([CH3:14])[O:13][B:9]([B:9]2[O:13][C:12]([CH3:15])([CH3:14])[C:11]([CH3:17])([CH3:16])[O:10]2)[O:10]1.[Cl:19][C:20]1[CH:25]=[CH:24][CH:23]=[C:22]([Cl:26])[C:21]=1[C:27]([F:30])([F:29])[F:28]. The product is [Cl:19][C:20]1[CH:25]=[C:24]([B:9]2[O:10][C:11]([CH3:16])([CH3:17])[C:12]([CH3:14])([CH3:15])[O:13]2)[CH:23]=[C:22]([Cl:26])[C:21]=1[C:27]([F:28])([F:29])[F:30]. The catalyst is CCCCCCC.CC(C1C=CC=C(C(C)C)C=1N=CC1C=CC=CN=1)C. The yield is 0.860. (2) The reactants are [BH4-].[Na+].C(O)C.[Cl:6][C:7]1[CH:12]=[C:11](/[CH:13]=[CH:14]/[N+:15]([O-:17])=[O:16])[CH:10]=[C:9]([F:18])[CH:8]=1. The catalyst is O1CCOCC1. The product is [Cl:6][C:7]1[CH:12]=[C:11]([CH2:13][CH2:14][N+:15]([O-:17])=[O:16])[CH:10]=[C:9]([F:18])[CH:8]=1. The yield is 0.700. (3) The reactants are [N:1]1[C:8]([Cl:9])=[N:7][C:5]([Cl:6])=[N:4][C:2]=1Cl.[NH2:10][CH2:11][C:12]1[CH:21]=[CH:20][C:15]([C:16]([O:18][CH3:19])=[O:17])=[CH:14][CH:13]=1.Cl.CCN(C(C)C)C(C)C.[NH4+].[Cl-]. The catalyst is C1COCC1.CCOC(C)=O. The product is [CH3:19][O:18][C:16](=[O:17])[C:15]1[CH:20]=[CH:21][C:12]([CH2:11][NH:10][C:2]2[N:1]=[C:8]([Cl:9])[N:7]=[C:5]([Cl:6])[N:4]=2)=[CH:13][CH:14]=1. The yield is 0.870. (4) The reactants are CS([O:5][CH:6]1[CH:11]([CH3:12])[CH2:10][C:9]([C:13]2[CH:18]=[CH:17][N:16]=[CH:15][C:14]=2[N+:19]([O-:21])=[O:20])=[CH:8][CH:7]1[NH:22][C:23]([O:25][C:26]([CH3:29])([CH3:28])[CH3:27])=[O:24])(=O)=O.C(N(CC)CC)C.C[C:38]([O:41]C(OC(OC(C)(C)C)=O)=O)(C)C. The catalyst is N1C=CC=CC=1. The product is [CH3:12][CH:11]1[CH:6]2[CH:7]([N:22]([C:23]([O:25][C:26]([CH3:29])([CH3:28])[CH3:27])=[O:24])[C:38](=[O:41])[O:5]2)[CH:8]=[C:9]([C:13]2[CH:18]=[CH:17][N:16]=[CH:15][C:14]=2[N+:19]([O-:21])=[O:20])[CH2:10]1. The yield is 0.660. (5) The yield is 0.305. The reactants are [C:1]1([S:7][CH2:8][C@H:9]([NH:14][C:15]2[CH:20]=[CH:19][C:18]([S:21](=[O:24])(=[O:23])[NH2:22])=[CH:17][C:16]=2[S:25]([C:28]([F:31])([F:30])[F:29])(=[O:27])=[O:26])[CH2:10][C:11](O)=[O:12])[CH:6]=[CH:5][CH:4]=[CH:3][CH:2]=1.[CH2:32]([N:34]([CH2:37][C@@H:38]1[CH2:43][O:42][CH2:41][CH2:40][N:39]1C(OC(C)(C)C)=O)[CH2:35][CH3:36])[CH3:33].CCN(C(C)C)C(C)C.CN(C(ON1N=NC2C=CC=NC1=2)=[N+](C)C)C.F[P-](F)(F)(F)(F)F. The product is [CH2:32]([N:34]([CH2:37][C@H:38]1[N:39]([C:11](=[O:12])[CH2:10][C@@H:9]([NH:14][C:15]2[CH:20]=[CH:19][C:18]([S:21]([NH2:22])(=[O:23])=[O:24])=[CH:17][C:16]=2[S:25]([C:28]([F:29])([F:31])[F:30])(=[O:27])=[O:26])[CH2:8][S:7][C:1]2[CH:2]=[CH:3][CH:4]=[CH:5][CH:6]=2)[CH2:40][CH2:41][O:42][CH2:43]1)[CH2:35][CH3:36])[CH3:33]. The catalyst is CC(N(C)C)=O.C(OCC)(=O)C. (6) The reactants are [CH2:1]([O:8][C@@H:9]1[CH2:13][C@H:12]([OH:14])[C@@H:11]([C:15]2[N:19]([CH3:20])[N:18]=[CH:17][CH:16]=2)[CH2:10]1)[C:2]1[CH:7]=[CH:6][CH:5]=[CH:4][CH:3]=1.C(N(CC)CC)C.[C:28](Cl)(=[O:35])[C:29]1[CH:34]=[CH:33][CH:32]=[CH:31][CH:30]=1.O. The catalyst is ClCCl. The product is [C:28]([O:14][C@H:12]1[CH2:13][C@@H:9]([O:8][CH2:1][C:2]2[CH:3]=[CH:4][CH:5]=[CH:6][CH:7]=2)[CH2:10][C@@H:11]1[C:15]1[N:19]([CH3:20])[N:18]=[CH:17][CH:16]=1)(=[O:35])[C:29]1[CH:34]=[CH:33][CH:32]=[CH:31][CH:30]=1. The yield is 0.920.